From a dataset of Full USPTO retrosynthesis dataset with 1.9M reactions from patents (1976-2016). Predict the reactants needed to synthesize the given product. (1) The reactants are: Br[C:2]1[CH:3]=[CH:4][C:5]2[S:9][C:8]([CH2:10][CH2:11][N:12]3[CH2:16][CH2:15][CH2:14][CH:13]3[CH3:17])=[N:7][C:6]=2[CH:18]=1.[C:19]([C:21]1C=C[C:24](B(O)O)=[CH:23][CH:22]=1)#[N:20].C1(P(C2CCCCC2)C2C=CC=CC=2C2C=CC=CC=2)CCCCC1. Given the product [CH3:17][CH:13]1[CH2:14][CH2:15][CH2:16][N:12]1[CH2:11][CH2:10][C:8]1[S:9][C:5]2[CH:4]=[CH:3][C:2]([C:23]3[CH:24]=[N:20][CH:19]=[CH:21][CH:22]=3)=[CH:18][C:6]=2[N:7]=1, predict the reactants needed to synthesize it. (2) Given the product [Cl:48][C:45]1[S:44][C:43]([C:41]([NH:40][CH2:39][C@@H:37]2[O:36][C:35](=[O:49])[N:34]([C:30]3[CH:29]=[C:28]([CH3:50])[C:27]([N:23]4[CH:24]=[CH:25][CH:26]=[C:21]([CH2:20][CH2:19][OH:18])[C:22]4=[O:51])=[C:32]([CH3:33])[CH:31]=3)[CH2:38]2)=[O:42])=[CH:47][CH:46]=1, predict the reactants needed to synthesize it. The reactants are: [Si]([O:18][CH2:19][CH2:20][C:21]1[C:22](=[O:51])[N:23]([C:27]2[C:32]([CH3:33])=[CH:31][C:30]([N:34]3[CH2:38][C@H:37]([CH2:39][NH:40][C:41]([C:43]4[S:44][C:45]([Cl:48])=[CH:46][CH:47]=4)=[O:42])[O:36][C:35]3=[O:49])=[CH:29][C:28]=2[CH3:50])[CH:24]=[CH:25][CH:26]=1)(C(C)(C)C)(C1C=CC=CC=1)C1C=CC=CC=1.[F-].C([N+](CCCC)(CCCC)CCCC)CCC. (3) Given the product [CH3:32][C:26]1[C:25]([NH:33][C:34]2([CH3:37])[CH2:35][CH2:36]2)=[N:24][C:23]2[C:28](=[CH:29][CH:30]=[CH:31][C:22]=2[C:14]2[NH:13][C:12]3[C:9]4([CH2:11][CH2:10]4)[NH:8][C:17](=[O:19])[C:16]=3[CH:15]=2)[N:27]=1, predict the reactants needed to synthesize it. The reactants are: C(OC([NH:8][C:9]1([C:12]2[NH:13][C:14]([C:22]3[CH:31]=[CH:30][CH:29]=[C:28]4[C:23]=3[N:24]=[C:25]([NH:33][C:34]3([CH3:37])[CH2:36][CH2:35]3)[C:26]([CH3:32])=[N:27]4)=[CH:15][C:16]=2[C:17]([O:19]CC)=O)[CH2:11][CH2:10]1)=O)(C)(C)C.Cl.NC1(C2NC(C3C=CC=C4C=3N=C(NC3(C)CC3)C(C)=N4)=CC=2C(O)=O)CC1.Cl.NC1(C2NC(C3C=CC=C4C=3N=C(NC(C)(C)C)C(C)=N4)=CC=2C(O)=O)CC1.Cl.CN(C)CCCN=C=NCC.ON1C2C=CC=CC=2N=N1.CCN(C(C)C)C(C)C. (4) Given the product [CH:11]([Si:4]([Br:14])([CH:1]([CH3:3])[CH3:2])[C:5]#[C:6][Si:7]([CH3:9])([CH3:8])[CH3:10])([CH3:13])[CH3:12], predict the reactants needed to synthesize it. The reactants are: [CH:1]([SiH:4]([CH:11]([CH3:13])[CH3:12])[C:5]#[C:6][Si:7]([CH3:10])([CH3:9])[CH3:8])([CH3:3])[CH3:2].[Br:14]N1C(=O)CCC1=O. (5) Given the product [Cl:43][C:32]1[CH:33]=[C:34]([O:36][CH:37]2[CH2:42][CH2:41][CH2:40][CH2:39][O:38]2)[CH:35]=[C:30]([B:10]2[O:11][C:12]([CH3:17])([CH3:18])[C:13]([CH3:15])([CH3:16])[O:14]2)[C:31]=1[CH:44]=[O:45], predict the reactants needed to synthesize it. The reactants are: [B:10]1([B:10]2[O:14][C:13]([CH3:16])([CH3:15])[C:12]([CH3:18])([CH3:17])[O:11]2)[O:14][C:13]([CH3:16])([CH3:15])[C:12]([CH3:18])([CH3:17])[O:11]1.CC([O-])=O.[K+].FC(F)(F)S(O[C:30]1[CH:35]=[C:34]([O:36][CH:37]2[CH2:42][CH2:41][CH2:40][CH2:39][O:38]2)[CH:33]=[C:32]([Cl:43])[C:31]=1[CH:44]=[O:45])(=O)=O. (6) Given the product [I:2][C:3]1[CH:14]=[CH:13][CH:12]=[CH:11][C:4]=1[O:5][CH2:6][CH:7]1[CH2:8][N:9]([C:16]2[N:17]=[N:18][C:19]([C:22]3[O:23][C:24]([CH3:27])=[N:25][N:26]=3)=[CH:20][CH:21]=2)[CH2:10]1, predict the reactants needed to synthesize it. The reactants are: Cl.[I:2][C:3]1[CH:14]=[CH:13][CH:12]=[CH:11][C:4]=1[O:5][CH2:6][CH:7]1[CH2:10][NH:9][CH2:8]1.Cl[C:16]1[N:17]=[N:18][C:19]([C:22]2[O:23][C:24]([CH3:27])=[N:25][N:26]=2)=[CH:20][CH:21]=1.C(=O)([O-])[O-].[K+].[K+].O.